Dataset: NCI-60 drug combinations with 297,098 pairs across 59 cell lines. Task: Regression. Given two drug SMILES strings and cell line genomic features, predict the synergy score measuring deviation from expected non-interaction effect. (1) Drug 1: CN1CCC(CC1)COC2=C(C=C3C(=C2)N=CN=C3NC4=C(C=C(C=C4)Br)F)OC. Drug 2: C(CCl)NC(=O)N(CCCl)N=O. Cell line: NCI-H460. Synergy scores: CSS=7.55, Synergy_ZIP=-3.24, Synergy_Bliss=-0.351, Synergy_Loewe=4.91, Synergy_HSA=2.32. (2) Drug 1: CC1=C(C(CCC1)(C)C)C=CC(=CC=CC(=CC(=O)O)C)C. Drug 2: CC1CCCC2(C(O2)CC(NC(=O)CC(C(C(=O)C(C1O)C)(C)C)O)C(=CC3=CSC(=N3)C)C)C. Cell line: HL-60(TB). Synergy scores: CSS=78.5, Synergy_ZIP=2.15, Synergy_Bliss=1.63, Synergy_Loewe=0.603, Synergy_HSA=3.55. (3) Drug 1: CC1=C2C(C(=O)C3(C(CC4C(C3C(C(C2(C)C)(CC1OC(=O)C(C(C5=CC=CC=C5)NC(=O)C6=CC=CC=C6)O)O)OC(=O)C7=CC=CC=C7)(CO4)OC(=O)C)O)C)OC(=O)C. Drug 2: C1CN(CCN1C(=O)CCBr)C(=O)CCBr. Cell line: RXF 393. Synergy scores: CSS=10.1, Synergy_ZIP=-6.54, Synergy_Bliss=-1.24, Synergy_Loewe=-29.9, Synergy_HSA=-2.18. (4) Drug 1: C1=CC=C(C(=C1)C(C2=CC=C(C=C2)Cl)C(Cl)Cl)Cl. Drug 2: C(CCl)NC(=O)N(CCCl)N=O. Cell line: MDA-MB-435. Synergy scores: CSS=2.39, Synergy_ZIP=-1.15, Synergy_Bliss=-1.51, Synergy_Loewe=-1.04, Synergy_HSA=-1.13. (5) Drug 1: CC(CN1CC(=O)NC(=O)C1)N2CC(=O)NC(=O)C2. Drug 2: C1=CC(=CC=C1C#N)C(C2=CC=C(C=C2)C#N)N3C=NC=N3. Cell line: SF-268. Synergy scores: CSS=12.5, Synergy_ZIP=-4.04, Synergy_Bliss=-0.0944, Synergy_Loewe=-2.36, Synergy_HSA=-1.96. (6) Drug 1: COC1=C(C=C2C(=C1)N=CN=C2NC3=CC(=C(C=C3)F)Cl)OCCCN4CCOCC4. Drug 2: C1=CC=C(C(=C1)C(C2=CC=C(C=C2)Cl)C(Cl)Cl)Cl. Cell line: MOLT-4. Synergy scores: CSS=35.0, Synergy_ZIP=0.307, Synergy_Bliss=1.16, Synergy_Loewe=-10.5, Synergy_HSA=1.56. (7) Drug 1: CC1=C(C=C(C=C1)NC2=NC=CC(=N2)N(C)C3=CC4=NN(C(=C4C=C3)C)C)S(=O)(=O)N.Cl. Drug 2: CC1=C(C(CCC1)(C)C)C=CC(=CC=CC(=CC(=O)O)C)C. Cell line: IGROV1. Synergy scores: CSS=12.2, Synergy_ZIP=-2.28, Synergy_Bliss=3.50, Synergy_Loewe=2.43, Synergy_HSA=3.98.